This data is from Reaction yield outcomes from USPTO patents with 853,638 reactions. The task is: Predict the reaction yield, written as a fraction of the theoretical maximum amount of product (1.0 means a 100% yield; for example, 0.34 means a 34% yield). The reactants are [CH:1]([C:3]1[CH:11]=[CH:10][CH:9]=[C:8]2[C:4]=1[CH2:5][N:6]([C:12]([O:14][C@H:15]1[CH2:19][N:18](C(OC(C)(C)C)=O)[C@H:17]([C:27]([O:29][CH3:30])=[O:28])[CH2:16]1)=[O:13])[CH2:7]2)=[CH2:2].[ClH:31]. The catalyst is C(OCC)(=O)C. The product is [ClH:31].[CH:1]([C:3]1[CH:11]=[CH:10][CH:9]=[C:8]2[C:4]=1[CH2:5][N:6]([C:12]([O:14][C@@H:15]1[CH2:16][C@@H:17]([C:27]([O:29][CH3:30])=[O:28])[NH:18][CH2:19]1)=[O:13])[CH2:7]2)=[CH2:2]. The yield is 0.950.